From a dataset of NCI-60 drug combinations with 297,098 pairs across 59 cell lines. Regression. Given two drug SMILES strings and cell line genomic features, predict the synergy score measuring deviation from expected non-interaction effect. (1) Drug 1: CC1C(C(=O)NC(C(=O)N2CCCC2C(=O)N(CC(=O)N(C(C(=O)O1)C(C)C)C)C)C(C)C)NC(=O)C3=C4C(=C(C=C3)C)OC5=C(C(=O)C(=C(C5=N4)C(=O)NC6C(OC(=O)C(N(C(=O)CN(C(=O)C7CCCN7C(=O)C(NC6=O)C(C)C)C)C)C(C)C)C)N)C. Drug 2: CN1C2=C(C=C(C=C2)N(CCCl)CCCl)N=C1CCCC(=O)O.Cl. Cell line: MDA-MB-231. Synergy scores: CSS=-1.17, Synergy_ZIP=-0.951, Synergy_Bliss=-1.48, Synergy_Loewe=-13.3, Synergy_HSA=-5.69. (2) Drug 1: C1=CC=C(C(=C1)C(C2=CC=C(C=C2)Cl)C(Cl)Cl)Cl. Drug 2: CC1CCC2CC(C(=CC=CC=CC(CC(C(=O)C(C(C(=CC(C(=O)CC(OC(=O)C3CCCCN3C(=O)C(=O)C1(O2)O)C(C)CC4CCC(C(C4)OC)O)C)C)O)OC)C)C)C)OC. Cell line: UO-31. Synergy scores: CSS=11.8, Synergy_ZIP=-1.50, Synergy_Bliss=3.62, Synergy_Loewe=-29.9, Synergy_HSA=4.55.